Dataset: TCR-epitope binding with 47,182 pairs between 192 epitopes and 23,139 TCRs. Task: Binary Classification. Given a T-cell receptor sequence (or CDR3 region) and an epitope sequence, predict whether binding occurs between them. (1) The epitope is AVFDRKSDAK. The TCR CDR3 sequence is CASSEGWARNNEQFF. Result: 1 (the TCR binds to the epitope). (2) The epitope is DATYQRTRALVR. The TCR CDR3 sequence is CASSQGQGHTEAFF. Result: 0 (the TCR does not bind to the epitope). (3) Result: 0 (the TCR does not bind to the epitope). The TCR CDR3 sequence is CASSLPPGTDEQYF. The epitope is LPPIVAKEI. (4) The epitope is TLIGDCATV. The TCR CDR3 sequence is CASSRRTSGGAFDTQYF. Result: 1 (the TCR binds to the epitope). (5) The epitope is TPINLVRDL. The TCR CDR3 sequence is CASSRRSVSNQPQHF. Result: 1 (the TCR binds to the epitope). (6) The epitope is EEHVQIHTI. The TCR CDR3 sequence is CASRLSDSPSYEQYF. Result: 1 (the TCR binds to the epitope). (7) The epitope is YLNTLTLAV. The TCR CDR3 sequence is CASSRGNTEAFF. Result: 1 (the TCR binds to the epitope).